This data is from Reaction yield outcomes from USPTO patents with 853,638 reactions. The task is: Predict the reaction yield, written as a fraction of the theoretical maximum amount of product (1.0 means a 100% yield; for example, 0.34 means a 34% yield). (1) The product is [CH2:1]([NH:8][C:9]1[CH:14]=[CH:13][CH:12]=[C:11]([B:16]2[O:20][C:19]([CH3:22])([CH3:21])[C:18]([CH3:24])([CH3:23])[O:17]2)[CH:10]=1)[C:2]1[CH:7]=[CH:6][CH:5]=[CH:4][CH:3]=1. The catalyst is O1CCOCC1.C(OCC)(=O)C.C1C=CC(P(C2C=CC=CC=2)[C-]2C=CC=C2)=CC=1.C1C=CC(P(C2C=CC=CC=2)[C-]2C=CC=C2)=CC=1.Cl[Pd]Cl.[Fe+2]. The yield is 1.00. The reactants are [CH2:1]([NH:8][C:9]1[CH:14]=[CH:13][CH:12]=[C:11](Br)[CH:10]=1)[C:2]1[CH:7]=[CH:6][CH:5]=[CH:4][CH:3]=1.[B:16]1([B:16]2[O:20][C:19]([CH3:22])([CH3:21])[C:18]([CH3:24])([CH3:23])[O:17]2)[O:20][C:19]([CH3:22])([CH3:21])[C:18]([CH3:24])([CH3:23])[O:17]1.C([O-])(=O)C.[K+]. (2) The product is [NH:2]1[CH2:7][CH2:6][CH:5]([C:8]([O:10][C:11]([CH3:14])([CH3:13])[CH3:12])=[O:9])[CH2:4][CH2:3]1. The yield is 0.910. The catalyst is CCOC(C)=O.[Pd]. The reactants are O.[N:2]1(C(OCC2C=CC=CC=2)=O)[CH2:7][CH2:6][CH:5]([C:8]([O:10][C:11]([CH3:14])([CH3:13])[CH3:12])=[O:9])[CH2:4][CH2:3]1.[H][H].CO. (3) The reactants are Cl[C:2](Cl)([O:4]C(=O)OC(Cl)(Cl)Cl)Cl.[F:13][C:14]([F:22])([F:21])[CH:15]([OH:20])[C:16]([F:19])([F:18])[F:17].C(N(CC)C(C)C)(C)C.[CH3:32][O:33][C:34]1[CH:39]=[C:38]([C:40]2[CH:45]=[CH:44][CH:43]=[CH:42][CH:41]=2)[CH:37]=[CH:36][C:35]=1[CH2:46][N:47]1[CH2:52][CH2:51][NH:50][CH2:49][CH2:48]1. The catalyst is O.ClCCl. The product is [CH3:32][O:33][C:34]1[CH:39]=[C:38]([C:40]2[CH:41]=[CH:42][CH:43]=[CH:44][CH:45]=2)[CH:37]=[CH:36][C:35]=1[CH2:46][N:47]1[CH2:52][CH2:51][N:50]([C:2]([O:20][CH:15]([C:16]([F:19])([F:18])[F:17])[C:14]([F:22])([F:21])[F:13])=[O:4])[CH2:49][CH2:48]1. The yield is 0.360. (4) The reactants are [Cl:1][C:2]1[CH:3]=[C:4]([CH:6]=[CH:7][C:8]=1[Cl:9])[NH2:5].Cl[C:11]1[N:12]=[CH:13][C:14]([C:17]([O:19][CH3:20])=[O:18])=[N:15][CH:16]=1. The catalyst is O1CCOCC1. The product is [Cl:1][C:2]1[CH:3]=[C:4]([NH:5][C:11]2[N:12]=[CH:13][C:14]([C:17]([O:19][CH3:20])=[O:18])=[N:15][CH:16]=2)[CH:6]=[CH:7][C:8]=1[Cl:9]. The yield is 0.510.